Dataset: Forward reaction prediction with 1.9M reactions from USPTO patents (1976-2016). Task: Predict the product of the given reaction. (1) Given the reactants [N+:1]([C:4]1[CH:5]=[C:6]2[C:11]([NH:12][C:13]3[CH:18]=[CH:17][CH:16]=[CH:15][CH:14]=3)=[C:10]([C:19]([NH2:21])=[O:20])[CH:9]=[N:8][N:7]2[CH:22]=1)([O-])=O, predict the reaction product. The product is: [NH2:1][C:4]1[CH:5]=[C:6]2[C:11]([NH:12][C:13]3[CH:18]=[CH:17][CH:16]=[CH:15][CH:14]=3)=[C:10]([C:19]([NH2:21])=[O:20])[CH:9]=[N:8][N:7]2[CH:22]=1. (2) Given the reactants [F:1][C:2]1[CH:3]=[C:4]2[C:10](I)=[N:9][N:8]([CH2:12][C:13]3[CH:18]=[CH:17][CH:16]=[CH:15][C:14]=3[F:19])[C:5]2=[N:6][CH:7]=1.[Cu](C#N)[C:21]#[N:22].O.N.O, predict the reaction product. The product is: [F:1][C:2]1[CH:3]=[C:4]2[C:10]([C:21]#[N:22])=[N:9][N:8]([CH2:12][C:13]3[CH:18]=[CH:17][CH:16]=[CH:15][C:14]=3[F:19])[C:5]2=[N:6][CH:7]=1.